Dataset: Forward reaction prediction with 1.9M reactions from USPTO patents (1976-2016). Task: Predict the product of the given reaction. (1) Given the reactants [Cl:1][C:2]1[CH:11]=[CH:10][C:5]([C:6](=[O:9])[CH2:7]Br)=[CH:4][CH:3]=1.[F:12][C:13]([F:20])([F:19])[C:14]1[N:18]=[CH:17][NH:16][N:15]=1.C(=O)([O-])[O-].[K+].[K+], predict the reaction product. The product is: [Cl:1][C:2]1[CH:11]=[CH:10][C:5]([C:6](=[O:9])[CH2:7][N:16]2[CH:17]=[N:18][C:14]([C:13]([F:20])([F:19])[F:12])=[N:15]2)=[CH:4][CH:3]=1. (2) Given the reactants Cl.[NH2:2][C@H:3]1[CH2:8][CH2:7][C@H:6]([C:9]([O:11][CH3:12])=[O:10])[CH2:5][CH2:4]1.O=[CH:14][CH2:15][NH:16][C:17](=[O:23])[O:18][C:19]([CH3:22])([CH3:21])[CH3:20].C(O[BH-](OC(=O)C)OC(=O)C)(=O)C.[Na+].C(=O)([O-])O.[Na+], predict the reaction product. The product is: [C:19]([O:18][C:17]([NH:16][CH2:15][CH2:14][NH:2][C@H:3]1[CH2:4][CH2:5][C@H:6]([C:9]([O:11][CH3:12])=[O:10])[CH2:7][CH2:8]1)=[O:23])([CH3:22])([CH3:21])[CH3:20].